This data is from Catalyst prediction with 721,799 reactions and 888 catalyst types from USPTO. The task is: Predict which catalyst facilitates the given reaction. (1) Reactant: Br[C:2]1[CH:7]=[CH:6][CH:5]=[CH:4][C:3]=1[F:8].C([Li])CCC.[C:14](OCC)(=[O:20])[C:15]([O:17][CH2:18][CH3:19])=[O:16].O. Product: [CH2:18]([O:17][C:15](=[O:16])[C:14]([C:2]1[CH:7]=[CH:6][CH:5]=[CH:4][C:3]=1[F:8])=[O:20])[CH3:19]. The catalyst class is: 7. (2) Reactant: [CH3:1][C:2]1[CH:7]=[CH:6][CH:5]=[CH:4][C:3]=1B(O)O.Cl[C:12]1[CH:17]=[CH:16][C:15]([C:18]2[C:27]3[C:22](=[CH:23][C:24]([S:28]([NH:31][C:32]4[CH:37]=[CH:36][N:35]=[CH:34][N:33]=4)(=[O:30])=[O:29])=[CH:25][CH:26]=3)[CH:21]=[CH:20][N:19]=2)=[C:14]([O:38][CH3:39])[CH:13]=1.P([O-])([O-])([O-])=O.[K+].[K+].[K+].O1CCOCC1. Product: [CH3:39][O:38][C:14]1[CH:13]=[C:12]([C:3]2[CH:4]=[CH:5][CH:6]=[CH:7][C:2]=2[CH3:1])[CH:17]=[CH:16][C:15]=1[C:18]1[C:27]2[C:22](=[CH:23][C:24]([S:28]([NH:31][C:32]3[CH:37]=[CH:36][N:35]=[CH:34][N:33]=3)(=[O:30])=[O:29])=[CH:25][CH:26]=2)[CH:21]=[CH:20][N:19]=1. The catalyst class is: 6. (3) Reactant: [C:1]([O:5][C:6]([C@H:8]1[CH2:12][CH2:11][CH2:10][N:9]1[C:13](=[O:16])[CH:14]=[CH2:15])=[O:7])([CH3:4])([CH3:3])[CH3:2].[CH2:17]([NH2:24])[C:18]1[CH:23]=[CH:22][CH:21]=[CH:20][CH:19]=1. Product: [C:1]([O:5][C:6]([C@H:8]1[CH2:12][CH2:11][CH2:10][N:9]1[C:13](=[O:16])[CH2:14][CH2:15][N:24]([CH2:17][C:18]1[CH:23]=[CH:22][CH:21]=[CH:20][CH:19]=1)[CH2:15][CH2:14][C:13]([N:9]1[CH2:10][CH2:11][CH2:12][C@@H:8]1[C:6]([O:5][C:1]([CH3:2])([CH3:4])[CH3:3])=[O:7])=[O:16])=[O:7])([CH3:4])([CH3:3])[CH3:2]. The catalyst class is: 10. (4) Reactant: C(OC([N:6]1[CH2:20][CH2:19][C:9]2[C:10]3[C:15](=[O:16])[N:14]([CH3:17])[CH:13]=[N:12][C:11]=3[S:18][C:8]=2[CH2:7]1)=O)C.O.[OH-].[Na+]. Product: [CH3:17][N:14]1[C:15](=[O:16])[C:10]2[C:9]3[CH2:19][CH2:20][NH:6][CH2:7][C:8]=3[S:18][C:11]=2[N:12]=[CH:13]1. The catalyst class is: 14. (5) Product: [N:28]1([C:33]2[CH:34]=[CH:35][C:36]([CH2:39][C:40]([N:18]3[CH2:17][CH2:16][N:14]4[CH2:15][C@@H:10]([C:5]5[CH:6]=[CH:7][C:8]([F:9])=[C:3]([C:1]#[N:2])[C:4]=5[CH3:27])[N:11]([C:20]([O:22][C:23]([CH3:24])([CH3:26])[CH3:25])=[O:21])[CH2:12][C@@H:13]4[CH2:19]3)=[O:41])=[CH:37][CH:38]=2)[CH:32]=[N:31][N:30]=[N:29]1. The catalyst class is: 39. Reactant: [C:1]([C:3]1[C:4]([CH3:27])=[C:5]([C@@H:10]2[CH2:15][N:14]3[CH2:16][CH2:17][NH:18][CH2:19][C@H:13]3[CH2:12][N:11]2[C:20]([O:22][C:23]([CH3:26])([CH3:25])[CH3:24])=[O:21])[CH:6]=[CH:7][C:8]=1[F:9])#[N:2].[N:28]1([C:33]2[CH:38]=[CH:37][C:36]([CH2:39][C:40](O)=[O:41])=[CH:35][CH:34]=2)[CH:32]=[N:31][N:30]=[N:29]1.CN(C(ON1N=NC2C=CC=NC1=2)=[N+](C)C)C.F[P-](F)(F)(F)(F)F.C(N(C(C)C)CC)(C)C. (6) Product: [Br:1][C:2]1[C:14]2[N:13]([C:18]3[N:23]=[C:22]([C:24]4[CH:29]=[CH:28][CH:27]=[CH:26][CH:25]=4)[N:21]=[C:20]([C:30]4[CH:31]=[CH:32][CH:33]=[CH:34][CH:35]=4)[N:19]=3)[C:12]3[C:7](=[CH:8][CH:9]=[CH:10][CH:11]=3)[C:6]=2[CH:5]=[CH:4][CH:3]=1. Reactant: [Br:1][C:2]1[C:14]2[NH:13][C:12]3[C:7](=[CH:8][CH:9]=[CH:10][CH:11]=3)[C:6]=2[CH:5]=[CH:4][CH:3]=1.[H-].[Na+].Cl[C:18]1[N:23]=[C:22]([C:24]2[CH:29]=[CH:28][CH:27]=[CH:26][CH:25]=2)[N:21]=[C:20]([C:30]2[CH:35]=[CH:34][CH:33]=[CH:32][CH:31]=2)[N:19]=1.O. The catalyst class is: 3. (7) Reactant: [N+:1]([CH2:3][C:4]([O:6]C)=O)#[C-:2].[NH:8]1[CH2:12][CH2:11][C@@H:10]([OH:13])[CH2:9]1. Product: [OH:13][C@@H:10]1[CH2:11][CH2:12][N:8]([C:4](=[O:6])[CH2:3][N+:1]#[C-:2])[CH2:9]1. The catalyst class is: 5. (8) Reactant: [F:1][C:2]1[CH:33]=[CH:32][C:5]([NH:6][C:7]([NH:9][C:10]2[CH:31]=[CH:30][C:13]([O:14][C:15]3[C:24]4[C:19](=[CH:20][C:21]([O:28][CH3:29])=[C:22]([C:25]([OH:27])=[O:26])[CH:23]=4)[N:18]=[CH:17][CH:16]=3)=[CH:12][CH:11]=2)=[O:8])=[CH:4][CH:3]=1.Cl.C(N=C=N[CH2:40][CH2:41][CH2:42]N(C)C)C.C(N(CC)CC)C.CC(O)C. Product: [F:1][C:2]1[CH:3]=[CH:4][C:5]([NH:6][C:7]([NH:9][C:10]2[CH:31]=[CH:30][C:13]([O:14][C:15]3[C:24]4[C:19](=[CH:20][C:21]([O:28][CH3:29])=[C:22]([C:25]([O:27][CH:41]([CH3:42])[CH3:40])=[O:26])[CH:23]=4)[N:18]=[CH:17][CH:16]=3)=[CH:12][CH:11]=2)=[O:8])=[CH:32][CH:33]=1. The catalyst class is: 42. (9) Reactant: [Br:1][C:2]1[CH:3]=[C:4]([CH:16]=[CH:17][CH:18]=1)[CH2:5][O:6][CH2:7][C:8]1[O:12][N:11]=[C:10]([C:13]([OH:15])=O)[CH:9]=1.C(N(CC)CC)C.Cl.C(N=C=NCCCN(C)C)C.ON1C2C=CC=CC=2N=N1.[O:48]1[CH2:52][CH2:51][CH:50]([CH2:53][NH2:54])[CH2:49]1. Product: [O:48]1[CH2:52][CH2:51][CH:50]([CH2:53][NH:54][C:13]([C:10]2[CH:9]=[C:8]([CH2:7][O:6][CH2:5][C:4]3[CH:16]=[CH:17][CH:18]=[C:2]([Br:1])[CH:3]=3)[O:12][N:11]=2)=[O:15])[CH2:49]1. The catalyst class is: 408.